The task is: Predict the product of the given reaction.. This data is from Forward reaction prediction with 1.9M reactions from USPTO patents (1976-2016). Given the reactants Cl.[Cl:2][CH2:3][CH2:4][NH:5][CH2:6][CH2:7][Cl:8].[CH2:9](Br)[C:10]1[CH:15]=[CH:14][CH:13]=[CH:12][CH:11]=1.CN(C=O)C, predict the reaction product. The product is: [Cl:2][CH2:3][CH2:4][N:5]([CH2:9][C:10]1[CH:15]=[CH:14][CH:13]=[CH:12][CH:11]=1)[CH2:6][CH2:7][Cl:8].